From a dataset of Full USPTO retrosynthesis dataset with 1.9M reactions from patents (1976-2016). Predict the reactants needed to synthesize the given product. (1) Given the product [CH2:1]([NH:4][C:5]1[N:10]=[C:9]([NH:11][CH2:12][CH2:13][CH3:14])[N:8]=[C:7]([N:15]([CH3:18])[O:16][CH2:17][CH:21]([CH3:22])[CH3:20])[N:6]=1)[CH2:2][CH3:3], predict the reactants needed to synthesize it. The reactants are: [CH2:1]([NH:4][C:5]1[N:10]=[C:9]([NH:11][CH2:12][CH2:13][CH3:14])[N:8]=[C:7]([N:15]([CH3:18])[O:16][CH3:17])[N:6]=1)[CH2:2][CH3:3].Cl.[CH2:20](ONC)[CH:21](C)[CH3:22]. (2) Given the product [C:15]1([CH2:14][NH:13][S:12]([C:8]2[CH:7]=[C:6]([CH:5]=[CH:4][C:3]([OH:27])=[O:2])[CH:11]=[CH:10][CH:9]=2)(=[O:26])=[O:25])[C:24]2[C:19](=[CH:20][CH:21]=[CH:22][CH:23]=2)[CH:18]=[CH:17][CH:16]=1, predict the reactants needed to synthesize it. The reactants are: C[O:2][C:3](=[O:27])[CH:4]=[CH:5][C:6]1[CH:11]=[CH:10][CH:9]=[C:8]([S:12](=[O:26])(=[O:25])[NH:13][CH2:14][C:15]2[C:24]3[C:19](=[CH:20][CH:21]=[CH:22][CH:23]=3)[CH:18]=[CH:17][CH:16]=2)[CH:7]=1.CO. (3) Given the product [F:1][C:2]1[CH:3]=[C:4]2[C:8](=[CH:9][CH:10]=1)[N:7]([CH2:11][C:12]([O:14][CH2:33][CH3:34])=[O:13])[C:6]([CH3:15])=[C:5]2[CH2:27][C:26]1[CH:29]=[CH:30][CH:31]=[CH:32][C:25]=1[S:22]([C:16]1[CH:21]=[CH:20][CH:19]=[CH:18][CH:17]=1)(=[O:24])=[O:23], predict the reactants needed to synthesize it. The reactants are: [F:1][C:2]1[CH:3]=[C:4]2[C:8](=[CH:9][CH:10]=1)[N:7]([CH2:11][C:12]([OH:14])=[O:13])[C:6]([CH3:15])=[CH:5]2.[C:16]1([S:22]([C:25]2[CH:32]=[CH:31][CH:30]=[CH:29][C:26]=2[CH:27]=O)(=[O:24])=[O:23])[CH:21]=[CH:20][CH:19]=[CH:18][CH:17]=1.[CH2:33]([SiH](CC)CC)[CH3:34].FC(F)(F)C(O)=O.N#N.C(=O)([O-])O.[Na+]. (4) Given the product [Cl:1][C:2]1[N:3]=[C:4]([NH:17][C@@H:18]([CH3:21])[CH2:19][OH:20])[CH:5]=[C:6]([Cl:8])[N:7]=1, predict the reactants needed to synthesize it. The reactants are: [Cl:1][C:2]1[N:7]=[C:6]([Cl:8])[CH:5]=[C:4](Cl)[N:3]=1.C(N(CC)CC)C.[NH2:17][C@@H:18]([CH3:21])[CH2:19][OH:20]. (5) Given the product [CH3:18][C:15]1[S:14][C:13]([S:10]([NH:9][CH2:8][CH2:7][N:6]([C:20]([O:22][C:23]([CH3:26])([CH3:25])[CH3:24])=[O:21])[CH2:5][C:4]([OH:3])=[O:19])(=[O:11])=[O:12])=[N:17][N:16]=1, predict the reactants needed to synthesize it. The reactants are: C([O:3][C:4](=[O:19])[CH2:5][NH:6][CH2:7][CH2:8][NH:9][S:10]([C:13]1[S:14][C:15]([CH3:18])=[N:16][N:17]=1)(=[O:12])=[O:11])C.[C:20](O[C:20]([O:22][C:23]([CH3:26])([CH3:25])[CH3:24])=[O:21])([O:22][C:23]([CH3:26])([CH3:25])[CH3:24])=[O:21].